This data is from Full USPTO retrosynthesis dataset with 1.9M reactions from patents (1976-2016). The task is: Predict the reactants needed to synthesize the given product. (1) Given the product [CH2:1]1[CH2:10][O:9][C:8]2[CH:7]=[CH:6][C:5]([NH:11][C:12]3[C:17]([F:18])=[CH:16][N:15]=[C:14]([NH:19][C:20]4[CH:21]=[CH:22][C:23]5[O:27][C:26]([C:28]([NH:36][CH2:35][CH2:34][OH:33])=[O:29])=[CH:25][C:24]=5[CH:32]=4)[N:13]=3)=[CH:4][C:3]=2[O:2]1, predict the reactants needed to synthesize it. The reactants are: [CH2:1]1[CH2:10][O:9][C:8]2[CH:7]=[CH:6][C:5]([NH:11][C:12]3[C:17]([F:18])=[CH:16][N:15]=[C:14]([NH:19][C:20]4[CH:21]=[CH:22][C:23]5[O:27][C:26]([C:28](OC)=[O:29])=[CH:25][C:24]=5[CH:32]=4)[N:13]=3)=[CH:4][C:3]=2[O:2]1.[OH:33][CH2:34][CH2:35][NH2:36]. (2) The reactants are: [NH2:1][C:2]1[N:6]([CH2:7][CH2:8][OH:9])[N:5]=[C:4]([C:10]2[CH:15]=[CH:14][N:13]=[C:12]([NH:16][CH3:17])[CH:11]=2)[CH:3]=1.N1C=CN=C1.[C:23]([Si:27](Cl)([C:34]1[CH:39]=[CH:38][CH:37]=[CH:36][CH:35]=1)[C:28]1[CH:33]=[CH:32][CH:31]=[CH:30][CH:29]=1)([CH3:26])([CH3:25])[CH3:24]. Given the product [NH2:1][C:2]1[N:6]([CH2:7][CH2:8][O:9][Si:27]([C:23]([CH3:26])([CH3:25])[CH3:24])([C:34]2[CH:35]=[CH:36][CH:37]=[CH:38][CH:39]=2)[C:28]2[CH:33]=[CH:32][CH:31]=[CH:30][CH:29]=2)[N:5]=[C:4]([C:10]2[CH:15]=[CH:14][N:13]=[C:12]([NH:16][CH3:17])[CH:11]=2)[CH:3]=1, predict the reactants needed to synthesize it. (3) Given the product [OH:18][C:19]1[CH:20]=[C:21]([CH:24]=[CH:25][C:26]=1[OH:27])[CH2:22][NH:23][C:12](=[O:14])/[CH:11]=[CH:10]/[CH:9]=[CH:8]/[C:5]1[CH:6]=[CH:7][C:2]([OH:1])=[C:3]([O:15][CH3:16])[CH:4]=1, predict the reactants needed to synthesize it. The reactants are: [OH:1][C:2]1[CH:7]=[CH:6][C:5](/[CH:8]=[CH:9]/[CH:10]=[CH:11]/[C:12]([OH:14])=O)=[CH:4][C:3]=1[O:15][CH3:16].Br.[OH:18][C:19]1[CH:20]=[C:21]([CH:24]=[CH:25][C:26]=1[OH:27])[CH2:22][NH2:23].C(N(CC)CC)C.CN([P+](ON1N=NC2C=CC=CC1=2)(N(C)C)N(C)C)C.F[P-](F)(F)(F)(F)F. (4) Given the product [Cl:1][C:2]1[C:3]([C:13]2[CH:18]=[CH:17][CH:16]=[CH:15][C:14]=2[O:19][CH2:20][CH3:21])=[CH:4][C:5]([O:11][CH3:12])=[C:6]([C:8]([N:32]2[C:33]3[CH:39]=[CH:38][CH:37]=[CH:36][C:34]=3[CH2:35][N:29]3[CH:28]=[CH:27][CH:26]=[C:30]3[CH2:31]2)=[O:10])[CH:7]=1, predict the reactants needed to synthesize it. The reactants are: [Cl:1][C:2]1[CH:7]=[C:6]([C:8]([OH:10])=O)[C:5]([O:11][CH3:12])=[CH:4][C:3]=1[C:13]1[CH:18]=[CH:17][CH:16]=[CH:15][C:14]=1[O:19][CH2:20][CH3:21].S(Cl)(Cl)=O.[CH:26]1[CH:27]=[CH:28][N:29]2[CH2:35][C:34]3[CH:36]=[CH:37][CH:38]=[CH:39][C:33]=3[NH:32][CH2:31][C:30]=12.C(N(CC)CC)C. (5) Given the product [N:1]1([C:8]2[S:12][C:11]([N:13]3[CH2:14][CH2:15][CH2:16][CH2:17][CH2:18]3)=[N:10][C:9]=2[C:19]2[CH:20]=[CH:21][C:22]([O:23][CH2:24][CH2:25][CH2:26][CH2:27][CH2:28][O:29][C:30]3[CH:31]=[CH:32][C:33]([C:34]#[N:35])=[CH:36][CH:37]=3)=[CH:38][CH:39]=2)[CH2:6][CH2:5][O:4][CH2:3][CH2:2]1, predict the reactants needed to synthesize it. The reactants are: [NH:1]1[CH2:6][CH2:5][O:4][CH2:3][CH2:2]1.Br[C:8]1[S:12][C:11]([N:13]2[CH2:18][CH2:17][CH2:16][CH2:15][CH2:14]2)=[N:10][C:9]=1[C:19]1[CH:39]=[CH:38][C:22]([O:23][CH2:24][CH2:25][CH2:26][CH2:27][CH2:28][O:29][C:30]2[CH:37]=[CH:36][C:33]([C:34]#[N:35])=[CH:32][CH:31]=2)=[CH:21][CH:20]=1.